Task: Predict the product of the given reaction.. Dataset: Forward reaction prediction with 1.9M reactions from USPTO patents (1976-2016) (1) Given the reactants [CH2:1]([NH:8][C:9]1[C:14]([N+:15]([O-:17])=[O:16])=[C:13]([NH:18][CH2:19][C:20]2[CH:25]=[CH:24][CH:23]=[CH:22][CH:21]=2)[N:12]=[C:11]([CH2:26][CH2:27][OH:28])[CH:10]=1)[C:2]1[CH:7]=[CH:6][CH:5]=[CH:4][CH:3]=1.[CH2:29](N(CC)CC)C.CS(Cl)(=O)=O.S([O-])(=O)(=O)C.C[O-].[Na+], predict the reaction product. The product is: [CH2:19]([NH:18][C:13]1[C:14]([N+:15]([O-:17])=[O:16])=[C:9]([NH:8][CH2:1][C:2]2[CH:7]=[CH:6][CH:5]=[CH:4][CH:3]=2)[CH:10]=[C:11]([CH2:26][CH2:27][O:28][CH3:29])[N:12]=1)[C:20]1[CH:25]=[CH:24][CH:23]=[CH:22][CH:21]=1. (2) Given the reactants [C:1]([BH3-])#N.[Na+].[CH2:5]([CH:13]1[CH2:17][CH2:16][CH2:15][NH:14]1)[CH2:6][C:7]1[CH:12]=[CH:11][CH:10]=[CH:9][CH:8]=1.C=O.C(O)(=O)C, predict the reaction product. The product is: [CH3:1][N:14]1[CH2:15][CH2:16][CH2:17][CH:13]1[CH2:5][CH2:6][C:7]1[CH:12]=[CH:11][CH:10]=[CH:9][CH:8]=1. (3) Given the reactants C(=O)([O-])[O-].[CH3:5][C:6]([C:15]1[CH:16]=[CH:17][C:18]([OH:21])=[CH:19][CH:20]=1)([C:8]1[CH:9]=[CH:10][C:11]([OH:14])=[CH:12][CH:13]=1)[CH3:7].C(=O)([O-])[O-], predict the reaction product. The product is: [CH3:7][C:6]([C:8]1[CH:9]=[CH:10][C:11]([OH:14])=[CH:12][CH:13]=1)([C:15]1[CH:16]=[CH:17][C:18]([OH:21])=[CH:19][CH:20]=1)[CH3:5]. (4) The product is: [CH3:10][O:11][C:12]1[C:13]([N:25]2[CH2:30][CH2:29][O:28][CH2:27][CH2:26]2)=[N:14][C:15]([C:18]2[CH:23]=[CH:22][C:21]([O:24][C:8](=[O:9])[NH:7][C:1]3[CH:6]=[CH:5][CH:4]=[CH:3][CH:2]=3)=[CH:20][CH:19]=2)=[N:16][CH:17]=1. Given the reactants [C:1]1([N:7]=[C:8]=[O:9])[CH:6]=[CH:5][CH:4]=[CH:3][CH:2]=1.[CH3:10][O:11][C:12]1[C:13]([N:25]2[CH2:30][CH2:29][O:28][CH2:27][CH2:26]2)=[N:14][C:15]([C:18]2[CH:23]=[CH:22][C:21]([OH:24])=[CH:20][CH:19]=2)=[N:16][CH:17]=1, predict the reaction product.